From a dataset of Full USPTO retrosynthesis dataset with 1.9M reactions from patents (1976-2016). Predict the reactants needed to synthesize the given product. (1) Given the product [CH2:28]([O:8][C:3]([C:9]1[CH:10]=[CH:11][C:12]([CH2:15][S:16]([C:19]2[CH:20]=[CH:21][C:22]([F:25])=[CH:23][CH:24]=2)(=[O:18])=[O:17])=[CH:13][CH:14]=1)([C:4]([F:7])([F:6])[F:5])[C:2]([F:26])([F:1])[F:27])[C:29]1[CH:34]=[CH:33][CH:32]=[CH:31][CH:30]=1, predict the reactants needed to synthesize it. The reactants are: [F:1][C:2]([F:27])([F:26])[C:3]([C:9]1[CH:14]=[CH:13][C:12]([CH2:15][S:16]([C:19]2[CH:24]=[CH:23][C:22]([F:25])=[CH:21][CH:20]=2)(=[O:18])=[O:17])=[CH:11][CH:10]=1)([OH:8])[C:4]([F:7])([F:6])[F:5].[CH2:28](Br)[C:29]1[CH:34]=[CH:33][CH:32]=[CH:31][CH:30]=1.C(=O)([O-])[O-].[K+].[K+]. (2) Given the product [CH3:1][S:2]([C:5]1[CH:6]=[C:7]([N:8]=[C:26]=[O:27])[CH:9]=[CH:10][C:11]=1[O:12][C:13]([F:14])([F:15])[F:16])(=[O:4])=[O:3], predict the reactants needed to synthesize it. The reactants are: [CH3:1][S:2]([C:5]1[CH:6]=[C:7]([CH:9]=[CH:10][C:11]=1[O:12][C:13]([F:16])([F:15])[F:14])[NH2:8])(=[O:4])=[O:3].Cl.C1(C)C=CC=CC=1.Cl[C:26](OC(Cl)(Cl)Cl)=[O:27]. (3) Given the product [CH2:15]([O:12][C:11]1[CH:10]=[CH:9][C:6]([CH:7]=[O:8])=[CH:5][C:4]=1[O:3][CH2:1][CH3:2])[C:16]1[CH:21]=[CH:20][CH:19]=[CH:18][CH:17]=1, predict the reactants needed to synthesize it. The reactants are: [CH2:1]([O:3][C:4]1[CH:5]=[C:6]([CH:9]=[CH:10][C:11]=1[OH:12])[CH:7]=[O:8])[CH3:2].[OH-].[Na+].[CH2:15](Cl)[C:16]1[CH:21]=[CH:20][CH:19]=[CH:18][CH:17]=1. (4) Given the product [CH:30]1[N:31]=[CH:32][NH:34][C:29]=1[CH2:2][C:3]([OH:5])=[O:4], predict the reactants needed to synthesize it. The reactants are: N[CH2:2][C:3]([OH:5])=[O:4].N[C@H](C(O)=O)CCC(=O)O.N[C@H](C(O)=O)CCCCN.N[C@H](C(O)=O)C[CH2:29][CH2:30][NH:31][C:32](=[NH:34])N.C(O)[C@H]1O[C@H](O[C@H]2[C@H](O)[C@@H](O)[C@H](O)O[C@@H]2CO)[C@H](O)[C@@H](O)[C@@H]1O.N[C@@H](CCC(N[C@H](C(NCC(O)=O)=O)CS)=O)C(O)=O. (5) Given the product [Cl:20][C:21]1[CH:22]=[C:23]([C:27]2[S:31][C:30]([CH3:32])=[N:29][C:28]=2[C:33]([N:3]2[CH2:4][C@@H:5]3[C@@H:1]([CH2:6]3)[C@H:2]2[CH2:7][NH:8][C:9]([C:11]2[CH:12]=[CH:13][CH:14]=[C:15]3[O:19][CH:18]=[CH:17][C:16]=23)=[O:10])=[O:34])[CH:24]=[CH:25][CH:26]=1, predict the reactants needed to synthesize it. The reactants are: [C@@H:1]12[CH2:6][C@@H:5]1[CH2:4][NH:3][C@@H:2]2[CH2:7][NH:8][C:9]([C:11]1[CH:12]=[CH:13][CH:14]=[C:15]2[O:19][CH:18]=[CH:17][C:16]=12)=[O:10].[Cl:20][C:21]1[CH:22]=[C:23]([C:27]2[S:31][C:30]([CH3:32])=[N:29][C:28]=2[C:33](O)=[O:34])[CH:24]=[CH:25][CH:26]=1.